Dataset: Catalyst prediction with 721,799 reactions and 888 catalyst types from USPTO. Task: Predict which catalyst facilitates the given reaction. (1) Reactant: [C:1]([C:4]1[CH:9]=[CH:8][CH:7]=[CH:6][CH:5]=1)(=[O:3])[CH3:2].[OH-].[K+].O. Product: [C:4]1([CH:1]=[CH:2][C:1]([C:4]2[CH:9]=[CH:8][CH:7]=[CH:6][CH:5]=2)=[O:3])[CH:9]=[CH:8][CH:7]=[CH:6][CH:5]=1. The catalyst class is: 5. (2) Reactant: Br[C:2]1[CH:18]=[CH:17][C:5]([O:6][CH:7]([CH3:16])[CH2:8][NH:9][S:10]([CH:13]([CH3:15])[CH3:14])(=[O:12])=[O:11])=[CH:4][CH:3]=1.[Cl:19][C:20]1[CH:25]=[CH:24][C:23](B(O)O)=[CH:22][CH:21]=1.C(=O)([O-])[O-].[Na+].[Na+]. Product: [Cl:19][C:20]1[CH:25]=[CH:24][C:23]([C:2]2[CH:18]=[CH:17][C:5]([O:6][CH:7]([CH3:16])[CH2:8][NH:9][S:10]([CH:13]([CH3:15])[CH3:14])(=[O:12])=[O:11])=[CH:4][CH:3]=2)=[CH:22][CH:21]=1. The catalyst class is: 203. (3) Reactant: [N:1]1[N:9]2[C:4]([CH2:5][O:6][CH2:7][CH2:8]2)=[CH:3][C:2]=1[NH2:10].Br[C:12]1[C:13](=[O:20])[N:14]([CH3:19])[CH:15]=[C:16]([Br:18])[CH:17]=1.C(=O)([O-])[O-].[Cs+].[Cs+].CC1(C)C2C(=C(P(C3C=CC=CC=3)C3C=CC=CC=3)C=CC=2)OC2C(P(C3C=CC=CC=3)C3C=CC=CC=3)=CC=CC1=2. Product: [Br:18][C:16]1[CH:17]=[C:12]([NH:10][C:2]2[CH:3]=[C:4]3[CH2:5][O:6][CH2:7][CH2:8][N:9]3[N:1]=2)[C:13](=[O:20])[N:14]([CH3:19])[CH:15]=1. The catalyst class is: 102. (4) Reactant: [CH:1]1[CH:6]=[CH:5][CH:4]=[CH:3][CH:2]=1.[C:7](Cl)(=[O:16])[CH:8]=[CH:9][C:10]1[CH:15]=[CH:14][CH:13]=[CH:12][CH:11]=1.[Cl-].[Al+3].[Cl-].[Cl-]. Product: [C:7]([C:1]1[CH:6]=[CH:5][CH:4]=[CH:3][CH:2]=1)(=[O:16])[CH:8]=[CH:9][C:10]1[CH:15]=[CH:14][CH:13]=[CH:12][CH:11]=1. The catalyst class is: 534.